This data is from Forward reaction prediction with 1.9M reactions from USPTO patents (1976-2016). The task is: Predict the product of the given reaction. (1) Given the reactants [ClH:1].C(OCC)(=O)C.C([NH:15][C@@H:16]1[CH2:18][C@H:17]1[C:19]1[CH:24]=[CH:23][C:22]([NH:25][C:26](=[O:41])[C:27]2[CH:32]=[CH:31][CH:30]=[C:29]([O:33][CH2:34][C:35]3[CH:40]=[CH:39][CH:38]=[CH:37][CH:36]=3)[CH:28]=2)=[CH:21][CH:20]=1)C1C=CC=CC=1.C(=O)C1C=CC=CC=1, predict the reaction product. The product is: [ClH:1].[NH2:15][C@@H:16]1[CH2:18][C@H:17]1[C:19]1[CH:24]=[CH:23][C:22]([NH:25][C:26](=[O:41])[C:27]2[CH:32]=[CH:31][CH:30]=[C:29]([O:33][CH2:34][C:35]3[CH:36]=[CH:37][CH:38]=[CH:39][CH:40]=3)[CH:28]=2)=[CH:21][CH:20]=1. (2) Given the reactants [C:1]([O:5][C:6]([N:8]1[C:12]2[N:13]=[C:14]([C:25]3[CH:30]=[CH:29][C:28]([O:31][CH3:32])=[C:27]([F:33])[CH:26]=3)[N:15]=[C:16](OS(C(F)(F)F)(=O)=O)[C:11]=2[CH2:10][CH2:9]1)=[O:7])([CH3:4])([CH3:3])[CH3:2].[CH2:34]([Zn]CC)[CH3:35].CCCCCC, predict the reaction product. The product is: [C:1]([O:5][C:6]([N:8]1[C:12]2[N:13]=[C:14]([C:25]3[CH:30]=[CH:29][C:28]([O:31][CH3:32])=[C:27]([F:33])[CH:26]=3)[N:15]=[C:16]([CH2:34][CH3:35])[C:11]=2[CH2:10][CH2:9]1)=[O:7])([CH3:4])([CH3:2])[CH3:3].